From a dataset of Full USPTO retrosynthesis dataset with 1.9M reactions from patents (1976-2016). Predict the reactants needed to synthesize the given product. (1) Given the product [Cl:1][C:2]1[N:10]=[C:9]2[C:5]([N:6]=[CH:7][N:8]2[CH:11]([CH3:14])[CH2:12][CH3:13])=[C:4]([NH:30][C:27]2[CH:28]=[CH:29][C:24]([O:23][C:22]([F:21])([F:31])[F:32])=[CH:25][CH:26]=2)[N:3]=1, predict the reactants needed to synthesize it. The reactants are: [Cl:1][C:2]1[N:10]=[C:9]2[C:5]([N:6]=[CH:7][N:8]2[CH:11]([CH3:14])[CH2:12][CH3:13])=[C:4](Cl)[N:3]=1.C(O)CCC.[F:21][C:22]([F:32])([F:31])[O:23][C:24]1[CH:29]=[CH:28][C:27]([NH2:30])=[CH:26][CH:25]=1. (2) Given the product [CH2:1]([O:3][C:4]([C:6]1[N:7]([C:44]2[CH:49]=[CH:48][C:47]([S:50]([N:53]3[CH2:58][CH2:57][N:56]([CH3:59])[CH2:55][CH2:54]3)(=[O:51])=[O:52])=[CH:46][CH:45]=2)[C:8]2[C:13]([CH:14]=1)=[CH:12][C:11]([C:15]1[CH:16]=[CH:17][C:18]([C:21]([CH3:23])([CH3:22])[CH3:24])=[CH:19][CH:20]=1)=[CH:10][CH:9]=2)=[O:5])[CH3:2].[C:25]([C:29]1[CH:30]=[CH:31][C:32]([C:35]2[CH:36]=[C:37]3[C:41](=[CH:42][CH:43]=2)[N:40]([C:44]2[CH:45]=[CH:46][C:47]([S:50]([N:53]4[CH2:58][CH2:57][N:56]([CH3:59])[CH2:55][CH2:54]4)(=[O:52])=[O:51])=[CH:48][CH:49]=2)[C:39]([C:60]([O-:62])=[O:61])=[CH:38]3)=[CH:33][CH:34]=1)([CH3:28])([CH3:26])[CH3:27].[Na+:63], predict the reactants needed to synthesize it. The reactants are: [CH2:1]([O:3][C:4]([C:6]1[NH:7][C:8]2[C:13]([CH:14]=1)=[CH:12][C:11]([C:15]1[CH:20]=[CH:19][C:18]([C:21]([CH3:24])([CH3:23])[CH3:22])=[CH:17][CH:16]=1)=[CH:10][CH:9]=2)=[O:5])[CH3:2].[C:25]([C:29]1[CH:34]=[CH:33][C:32]([C:35]2[CH:36]=[C:37]3[C:41](=[CH:42][CH:43]=2)[N:40]([C:44]2[CH:49]=[CH:48][C:47]([S:50]([N:53]4[CH2:58][CH2:57][N:56]([CH3:59])[CH2:55][CH2:54]4)(=[O:52])=[O:51])=[CH:46][CH:45]=2)[C:39]([C:60]([O-:62])=[O:61])=[CH:38]3)=[CH:31][CH:30]=1)([CH3:28])([CH3:27])[CH3:26].[Na+:63]. (3) Given the product [Cl:1][C:2]1[C:8]([Cl:9])=[CH:7][CH:6]=[CH:5][C:3]=1[NH:4][N:11]=[C:17]1[CH2:18][CH2:19][CH2:20][CH2:21][C:16]1=[O:15], predict the reactants needed to synthesize it. The reactants are: [Cl:1][C:2]1[C:8]([Cl:9])=[CH:7][CH:6]=[CH:5][C:3]=1[NH2:4].Cl.[N:11]([O-])=O.[Na+].[O:15]=[C:16]1[CH2:21][CH2:20][CH2:19][CH2:18][CH:17]1C(O)=O. (4) Given the product [Cl:1][C:2]1[CH:7]=[C:6]([O:22][CH3:21])[N:5]=[C:4]([S:9][CH2:10][C:11]2[CH:16]=[CH:15][CH:14]=[C:13]([Cl:17])[C:12]=2[F:18])[N:3]=1, predict the reactants needed to synthesize it. The reactants are: [Cl:1][C:2]1[CH:7]=[C:6](Cl)[N:5]=[C:4]([S:9][CH2:10][C:11]2[CH:16]=[CH:15][CH:14]=[C:13]([Cl:17])[C:12]=2[F:18])[N:3]=1.[H-].[Na+].[CH3:21][OH:22].